From a dataset of Reaction yield outcomes from USPTO patents with 853,638 reactions. Predict the reaction yield, written as a fraction of the theoretical maximum amount of product (1.0 means a 100% yield; for example, 0.34 means a 34% yield). (1) The reactants are [NH:1]1[CH2:6][CH2:5][NH:4][CH2:3][C:2]1=[O:7].[C:8]([O:12][C:13]([N:15]1[CH2:18][C:17](=O)[CH2:16]1)=[O:14])([CH3:11])([CH3:10])[CH3:9].C(OC)(OC)OC.C(O[BH-](OC(=O)C)OC(=O)C)(=O)C. The catalyst is CC(O)=O.ClCCCl. The product is [C:8]([O:12][C:13]([N:15]1[CH2:18][CH:17]([N:4]2[CH2:5][CH2:6][NH:1][C:2](=[O:7])[CH2:3]2)[CH2:16]1)=[O:14])([CH3:11])([CH3:9])[CH3:10]. The yield is 0.280. (2) The reactants are [F:1][C:2]([F:34])([F:33])[CH:3]([C:24]1[CH:29]=[C:28]([Cl:30])[C:27]([Cl:31])=[C:26]([Cl:32])[CH:25]=1)/[CH:4]=[CH:5]/[C:6]1[CH:23]=[CH:22][C:9]([O:10][N:11]2C(=O)C3C(=CC=CC=3)C2=O)=[CH:8][CH:7]=1.O.NN. The catalyst is CCO. The product is [F:34][C:2]([F:1])([F:33])[CH:3]([C:24]1[CH:25]=[C:26]([Cl:32])[C:27]([Cl:31])=[C:28]([Cl:30])[CH:29]=1)/[CH:4]=[CH:5]/[C:6]1[CH:23]=[CH:22][C:9]([O:10][NH2:11])=[CH:8][CH:7]=1. The yield is 0.530. (3) The reactants are C([N:8]1[CH2:12][CH2:11][C:10]([C:20]2[CH:21]=[C:22]3[CH:28]=[CH:27][NH:26][C:23]3=[N:24][CH:25]=2)([CH2:13][C:14]2[CH:19]=[CH:18][CH:17]=[CH:16][CH:15]=2)[CH2:9]1)C1C=CC=CC=1. The catalyst is CO.[OH-].[OH-].[Pd+2]. The product is [CH2:13]([C:10]1([C:20]2[CH:21]=[C:22]3[CH:28]=[CH:27][NH:26][C:23]3=[N:24][CH:25]=2)[CH2:11][CH2:12][NH:8][CH2:9]1)[C:14]1[CH:15]=[CH:16][CH:17]=[CH:18][CH:19]=1. The yield is 0.760. (4) The reactants are [OH:1][C:2]1[CH:20]=[CH:19][C:5]([C:6]2[C:15](=[O:16])[C:14]3[C:9](=[CH:10][C:11]([OH:18])=[CH:12][C:13]=3[CH3:17])[O:8][CH:7]=2)=[CH:4][CH:3]=1.[C:21](OC(=O)C)(=[O:23])[CH3:22].[CH3:28][C:29](CC(O)=O)=[O:30]. The catalyst is N1C=CC=CC=1. The product is [C:21]([O:1][C:2]1[CH:3]=[CH:4][C:5]([C:6]2[C:15](=[O:16])[C:14]3[C:9](=[CH:10][C:11]([O:18][C:29](=[O:30])[CH3:28])=[CH:12][C:13]=3[CH3:17])[O:8][CH:7]=2)=[CH:19][CH:20]=1)(=[O:23])[CH3:22]. The yield is 0.910. (5) The reactants are [Cl:1][C:2]([Cl:32])([Cl:31])[CH2:3][O:4][C:5](=[O:30])[CH:6]([S:18]([CH2:21][CH2:22][C:23]1[CH:28]=[CH:27][C:26]([F:29])=[CH:25][CH:24]=1)(=[O:20])=[O:19])[CH2:7][C:8]1[CH:13]=[CH:12][C:11]([CH2:14][C:15]([OH:17])=[O:16])=[CH:10][CH:9]=1.CN(C(ON1N=NC2C=CC=CC1=2)=[N+](C)C)C.[B-](F)(F)(F)F.CN1CCOCC1.[F:62][C:63]([F:73])([F:72])[C:64]1[CH:71]=[CH:70][C:67]([CH2:68]O)=[CH:66][CH:65]=1. The catalyst is CN(C=O)C.CCOC(C)=O. The product is [Cl:32][C:2]([Cl:31])([Cl:1])[CH2:3][O:4][C:5](=[O:30])[CH:6]([S:18]([CH2:21][CH2:22][C:23]1[CH:24]=[CH:25][C:26]([F:29])=[CH:27][CH:28]=1)(=[O:20])=[O:19])[CH2:7][C:8]1[CH:9]=[CH:10][C:11]([CH2:14][C:15]([O:17][CH2:68][C:67]2[CH:66]=[CH:65][C:64]([C:63]([F:62])([F:72])[F:73])=[CH:71][CH:70]=2)=[O:16])=[CH:12][CH:13]=1. The yield is 1.02. (6) The reactants are Cl[C:2]1[CH:7]=[C:6]([Cl:8])[CH:5]=[C:4]([Cl:9])[N:3]=1.[Cl:10][C:11]1[CH:12]=[CH:13][C:14]([O:20][CH3:21])=[C:15](B(O)O)[CH:16]=1.[F-].[Cs+]. The catalyst is COCCOC.C1C=CC([P]([Pd]([P](C2C=CC=CC=2)(C2C=CC=CC=2)C2C=CC=CC=2)([P](C2C=CC=CC=2)(C2C=CC=CC=2)C2C=CC=CC=2)[P](C2C=CC=CC=2)(C2C=CC=CC=2)C2C=CC=CC=2)(C2C=CC=CC=2)C2C=CC=CC=2)=CC=1. The product is [Cl:9][C:4]1[CH:5]=[C:6]([Cl:8])[CH:7]=[C:2]([C:13]2[CH:12]=[C:11]([Cl:10])[CH:16]=[CH:15][C:14]=2[O:20][CH3:21])[N:3]=1. The yield is 0.320. (7) The reactants are [CH3:1][C:2]1[O:6][C:5]([C:7]([OH:9])=O)=[CH:4][C:3]=1[C:10]1[N:14]([CH3:15])[N:13]=[CH:12][CH:11]=1.[NH2:16][C@@H:17]([CH2:30][C:31]1[CH:36]=[CH:35][C:34]([F:37])=[CH:33][C:32]=1F)[CH2:18][N:19]1[C:27](=[O:28])[C:26]2[C:21](=[CH:22][CH:23]=[CH:24][CH:25]=2)[C:20]1=[O:29].C(N(CC)C(C)C)(C)C.[F:48][P-](F)(F)(F)(F)F.Br[P+](N1CCCC1)(N1CCCC1)N1CCCC1. The catalyst is C(Cl)Cl. The product is [F:48][C:33]1[CH:32]=[C:31]([CH2:30][C@H:17]([NH:16][C:7]([C:5]2[O:6][C:2]([CH3:1])=[C:3]([C:10]3[N:14]([CH3:15])[N:13]=[CH:12][CH:11]=3)[CH:4]=2)=[O:9])[CH2:18][N:19]2[C:27](=[O:28])[C:26]3[C:21](=[CH:22][CH:23]=[CH:24][CH:25]=3)[C:20]2=[O:29])[CH:36]=[CH:35][C:34]=1[F:37]. The yield is 0.370. (8) The reactants are [CH2:1]([O:8][N:9]1[C:15](=[O:16])[N:14]2[CH2:17][C@H:10]1[CH2:11][CH2:12][C@H:13]2[C:18]([OH:20])=[O:19])[C:2]1[CH:7]=[CH:6][CH:5]=[CH:4][CH:3]=1.[CH2:21](O)[C:22]1[CH:27]=[CH:26][CH:25]=[CH:24][CH:23]=1.Cl.C(N=C=NCCCN(C)C)C. The catalyst is ClCCl. The product is [CH2:1]([O:8][N:9]1[C:15](=[O:16])[N:14]2[CH2:17][C@H:10]1[CH2:11][CH2:12][C@H:13]2[C:18]([O:20][CH2:21][C:22]1[CH:27]=[CH:26][CH:25]=[CH:24][CH:23]=1)=[O:19])[C:2]1[CH:7]=[CH:6][CH:5]=[CH:4][CH:3]=1. The yield is 0.330. (9) The reactants are [Br:1][C:2]1[CH:3]=[C:4]2[C:9](=[CH:10][CH:11]=1)[N:8]=[C:7](Cl)[CH:6]=[CH:5]2.[CH3:13][O-:14].[Na+]. The catalyst is CO. The product is [Br:1][C:2]1[CH:3]=[C:4]2[C:9](=[CH:10][CH:11]=1)[N:8]=[C:7]([O:14][CH3:13])[CH:6]=[CH:5]2. The yield is 1.00. (10) The yield is 0.480. The product is [F:18][C:15]1[CH:16]=[C:17]2[C:12](=[CH:13][CH:14]=1)[NH:11][C:10](=[O:19])/[C:9]/2=[C:4]1/[O:5][C:6]([CH3:8])([CH3:7])[C:2]([C:24]2[CH:25]=[N:26][C:21]([F:20])=[CH:22][CH:23]=2)=[CH:3]/1. The catalyst is C1COCC1.O. The reactants are Br[C:2]1[C:6]([CH3:8])([CH3:7])[O:5]/[C:4](=[C:9]2/[C:10](=[O:19])[NH:11][C:12]3[C:17]/2=[CH:16][C:15]([F:18])=[CH:14][CH:13]=3)/[CH:3]=1.[F:20][C:21]1[N:26]=[CH:25][C:24](B(O)O)=[CH:23][CH:22]=1.C(=O)([O-])[O-].[K+].[K+].